The task is: Predict the reactants needed to synthesize the given product.. This data is from Retrosynthesis with 50K atom-mapped reactions and 10 reaction types from USPTO. Given the product COc1ccc(C(=O)N2CCC(N3CCc4ccccc43)c3ccccc32)cc1OC, predict the reactants needed to synthesize it. The reactants are: COc1ccc(C(=O)N2CCC(O)c3ccccc32)cc1OC.c1ccc2c(c1)CCN2.